Dataset: Full USPTO retrosynthesis dataset with 1.9M reactions from patents (1976-2016). Task: Predict the reactants needed to synthesize the given product. (1) Given the product [CH:1]1([C:7]([CH3:11])([CH3:10])[CH:8]=[O:9])[CH2:6][CH2:5][CH2:4][CH2:3][CH2:2]1, predict the reactants needed to synthesize it. The reactants are: [CH:1]1([C:7]([CH3:11])([CH3:10])[CH2:8][OH:9])[CH2:6][CH2:5][CH2:4][CH2:3][CH2:2]1.C(Cl)(=O)C(Cl)=O. (2) Given the product [CH:1]([C:3]1[CH:4]=[C:5]([C:13]2[CH:20]=[CH:19][CH:18]=[C:15]([C:16]#[N:17])[CH:14]=2)[CH:6]=[CH:7][CH:8]=1)=[O:2], predict the reactants needed to synthesize it. The reactants are: [CH:1]([C:3]1[CH:4]=[C:5](B(O)O)[CH:6]=[CH:7][CH:8]=1)=[O:2].Br[C:13]1[CH:14]=[C:15]([CH:18]=[CH:19][CH:20]=1)[C:16]#[N:17].C([O-])([O-])=O.[K+].[K+]. (3) Given the product [F:12][C:13]1[CH:19]=[CH:18][C:16]([N:17]2[CH:4]=[CH:5][CH:6]=[C:7]([C:8]([O:10][CH3:11])=[O:9])[C:2]2=[O:3])=[CH:15][CH:14]=1, predict the reactants needed to synthesize it. The reactants are: O=[C:2]1[C:7]([C:8]([O:10][CH3:11])=[O:9])=[CH:6][CH:5]=[CH:4][O:3]1.[F:12][C:13]1[CH:19]=[CH:18][C:16]([NH2:17])=[CH:15][CH:14]=1.